Binary Classification. Given a miRNA mature sequence and a target amino acid sequence, predict their likelihood of interaction. From a dataset of Experimentally validated miRNA-target interactions with 360,000+ pairs, plus equal number of negative samples. (1) The miRNA is mmu-miR-5100 with sequence UCGAAUCCCAGCGGUGCCUCU. The protein sequence of the target gene is MAAAVRCMGRALIHHQRHSLSKMVYQTSLCSCSVNIRVPNRHFAAATKSAKKTKKGAKEKTPDEKKDEIEKIKAYPYMEGEPEDDVYLKRLYPRQIYEVEKAVHLLKKFQILDFTSPKQSVYLDLTLDMALGKKKNVEPFTSVLSLPYPFASEINKVAVFTENASEVKIAEENGAAFAGGTSLIQKIWDDEIVADFYVAVPEIMPELNRLRKKLNKKYPKLSRNSIGRDIPKMLELFKNGHEIKVDEERENFLQTKIATLDMSSDQIAANLQAVINEVCRHRPLNLGPFVVRAFLRSSTS.... Result: 0 (no interaction). (2) The miRNA is hsa-miR-4737 with sequence AUGCGAGGAUGCUGACAGUG. The protein sequence of the target gene is MLLSQNAFIFRSLNLVLMVYISLVFGISYDSPDYTDESCTFKISLRNFRSILSWELKNHSIVPTHYTLLYTIMSKPEDLKVVKNCANTTRSFCDLTDEWRSTHEAYVTVLEGFSGNTTLFSCSHNFWLAIDMSFEPPEFEIVGFTNHINVMVKFPSIVEEELQFDLSLVIEEQSEGIVKKHKPEIKGNMSGNFTYIIDKLIPNTNYCVSVYLEHSDEQAVIKSPLKCTLLPPGQESESAESAKIGGIITVFLIALVLTSTIVTLKWIGYICLRNSLPKVLNFHNFLAWPFPNLPPLEAMD.... Result: 1 (interaction).